Dataset: Full USPTO retrosynthesis dataset with 1.9M reactions from patents (1976-2016). Task: Predict the reactants needed to synthesize the given product. (1) The reactants are: C(S(C1C=CC(CC2C3C(=CC=C(F)C=3)N(CC(O)=O)C=2C)=CC=1)(=O)=O)C1C=CC=CC=1.[F:33][C:34]1[CH:35]=[C:36]2[C:40](=[CH:41][CH:42]=1)[N:39]([CH2:43][C:44]([OH:46])=[O:45])[C:38]([CH3:47])=[C:37]2[CH2:48][C:49]1[CH:54]=[CH:53][CH:52]=[C:51]([S:55]([CH2:58][C:59]2[CH:64]=[CH:63][C:62](F)=[CH:61][CH:60]=2)(=[O:57])=[O:56])[CH:50]=1.C(Br)C1C=CC=CC=1. Given the product [CH2:58]([S:55]([C:51]1[CH:50]=[C:49]([CH:54]=[CH:53][CH:52]=1)[CH2:48][C:37]1[C:36]2[C:40](=[CH:41][CH:42]=[C:34]([F:33])[CH:35]=2)[N:39]([CH2:43][C:44]([OH:46])=[O:45])[C:38]=1[CH3:47])(=[O:56])=[O:57])[C:59]1[CH:60]=[CH:61][CH:62]=[CH:63][CH:64]=1, predict the reactants needed to synthesize it. (2) Given the product [CH2:18]([NH:20][C@@H:2]1[C:7]2[CH:8]=[CH:9][S:10][C:6]=2[S:5](=[O:12])(=[O:11])[N:4]([CH2:13][CH2:14][CH2:15][O:16][CH3:17])[CH2:3]1)[CH3:19], predict the reactants needed to synthesize it. The reactants are: O[C@H:2]1[C:7]2[CH:8]=[CH:9][S:10][C:6]=2[S:5](=[O:12])(=[O:11])[N:4]([CH2:13][CH2:14][CH2:15][O:16][CH3:17])[CH2:3]1.[CH2:18]([N:20](CC)CC)[CH3:19].S(Cl)(C1C=CC(C)=CC=1)(=O)=O.